From a dataset of Reaction yield outcomes from USPTO patents with 853,638 reactions. Predict the reaction yield, written as a fraction of the theoretical maximum amount of product (1.0 means a 100% yield; for example, 0.34 means a 34% yield). (1) The reactants are Br[C:2]1[CH:23]=[CH:22][C:5]2[C:6]3[N:7]([CH:11]=[C:12]([C:14]4[N:18]([CH:19]([CH3:21])[CH3:20])[N:17]=[CH:16][N:15]=4)[N:13]=3)[CH2:8][CH2:9][O:10][C:4]=2[CH:3]=1.[CH:24]([S:26]([NH2:29])(=[O:28])=[O:27])=[CH2:25].C(N(CC)CC)C.C1(C)C=CC=CC=1P(C1C=CC=CC=1C)C1C=CC=CC=1C. The catalyst is CN(C=O)C.C([O-])(=O)C.[Pd+2].C([O-])(=O)C. The product is [CH:19]([N:18]1[C:14]([C:12]2[N:13]=[C:6]3[N:7]([CH2:8][CH2:9][O:10][C:4]4[CH:3]=[C:2](/[CH:25]=[CH:24]/[S:26]([NH2:29])(=[O:28])=[O:27])[CH:23]=[CH:22][C:5]=43)[CH:11]=2)=[N:15][CH:16]=[N:17]1)([CH3:21])[CH3:20]. The yield is 0.350. (2) The reactants are [CH2:1]([O:4][N:5]([C@H:18]1[CH2:23][N:22](C(OC(C)(C)C)=O)[C@H:21]([CH2:31][O:32][Si:33]([C:36]([CH3:39])([CH3:38])[CH3:37])([CH3:35])[CH3:34])[C:20]([CH2:40][CH2:41][O:42][Si:43]([C:46]([CH3:49])([CH3:48])[CH3:47])([CH3:45])[CH3:44])=[CH:19]1)[S:6]([C:9]1[CH:14]=[CH:13][CH:12]=[CH:11][C:10]=1[N+:15]([O-:17])=[O:16])(=[O:8])=[O:7])[CH:2]=[CH2:3]. The catalyst is C(Cl)Cl.C(=O)(O)[O-].[Na+].[Br-].[Zn+2].[Br-]. The product is [CH2:1]([O:4][N:5]([C@@H:18]1[CH:19]=[C:20]([CH2:40][CH2:41][O:42][Si:43]([C:46]([CH3:49])([CH3:47])[CH3:48])([CH3:44])[CH3:45])[C@@H:21]([CH2:31][O:32][Si:33]([C:36]([CH3:39])([CH3:38])[CH3:37])([CH3:34])[CH3:35])[NH:22][CH2:23]1)[S:6]([C:9]1[CH:14]=[CH:13][CH:12]=[CH:11][C:10]=1[N+:15]([O-:17])=[O:16])(=[O:8])=[O:7])[CH:2]=[CH2:3]. The yield is 1.00.